From a dataset of Experimentally validated miRNA-target interactions with 360,000+ pairs, plus equal number of negative samples. Binary Classification. Given a miRNA mature sequence and a target amino acid sequence, predict their likelihood of interaction. (1) The miRNA is hsa-miR-30e-5p with sequence UGUAAACAUCCUUGACUGGAAG. The protein sequence of the target gene is MSALCWGRGAAGLKRALRPCGRPGLPGKEGTAGGVCGPRRSSSASPQEQDQDRRKDWGHVELLEVLQARVRQLQAESVSEVVVNRVDVARLPECGSGDGSLQPPRKVQMGAKDATPVPCGRWAKILEKDKRTQQMRMQRLKAKLQMPFQSGEFKALTRRLQVEPRLLSKQMAGCLEDCTRQAPESPWEEQLARLLQEAPGKLSLDVEQAPSGQHSQAQLSGQQQRLLAFFKCCLLTDQLPLAHHLLVVHHGQRQKRKLLTLDMYNAVMLGWARQGAFKELVYVLFMVKDAGLTPDLLSYA.... Result: 1 (interaction). (2) The miRNA is cel-miR-238-3p with sequence UUUGUACUCCGAUGCCAUUCAGA. The protein sequence of the target gene is MGGHRMVLLGGAGSPGCKRFVHLGFFVVAVSSLLSASAVTNAPGEMKKELRLAGGENNCSGRVELKIHDKWGTVCSNGWSMNEVSVVCQQLGCPTSIKALGWANSSAGSGYIWMDKVSCTGNESALWDCKHDGWGKHNCTHEKDAGVTCSDGSNLEMRLVNSAGHRCLGRVEIKFQGKWGTVCDDNFSKDHASVICKQLGCGSAISFSGSAKLGAGSGPIWLDDLACNGNESALWDCKHRGWGKHNCDHAEDVGVICLEGADLSLRLVDGVSRCSGRLEVRFQGEWGTVCDDNWDLRDAS.... Result: 0 (no interaction). (3) Result: 0 (no interaction). The protein sequence of the target gene is MPTSVPRGAPFLLLPPLLMLSAVLAVPVDRAAPPQEDSQATETPDTGLYYHRYLQEVINVLETDGHFREKLQAANAEDIKSGKLSQELDFVSHNVRTKLDELKRQEVSRLRMLLKAKMDAKQEPNLQVDHMNLLKQFEHLDPQNQHTFEARDLELLIQTATRDLAQYDAAHHEEFKRYEMLKEHERRRYLESLGEEQRKEAERKLQEQQRRHREHPKVNVPGSQAQLKEVWEELDGLDPNRFNPKTFFILHDINSDGVLDEQELEALFTKELEKVYDPKNEEDDMREMEEERLRMREHVM.... The miRNA is hsa-miR-6794-3p with sequence CUCACUCUCAGUCCCUCCCU. (4) The miRNA is hsa-miR-4677-5p with sequence UUGUUCUUUGGUCUUUCAGCCA. The protein sequence of the target gene is MDLYSTPAAALDRFVARRLQPRKEFVEKARRALGALAAALRERGGRLGAAAPRVLKTVKGGSSGRGTALKGGCDSELVIFLDCFKSYVDQRARRAEILSEMRASLESWWQNPVPGLRLTFPEQSVPGALQFRLTSVDLEDWMDVSLVPAFNVLGQAGSGVKPKPQVYSTLLNSGCQGGEHAACFTELRRNFVNIRPAKLKNLILLVKHWYHQVCLQGLWKETLPPVYALELLTIFAWEQGCKKDAFSLAEGLRTVLGLIQQHQHLCVFWTVNYGFEDPAVGQFLQRQLKRPRPVILDPAD.... Result: 0 (no interaction). (5) The miRNA is hsa-miR-6715b-5p with sequence ACAGGCACGACUGGUUUGGCA. Result: 1 (interaction). The protein sequence of the target gene is MAEAGAGLSETVTETTVTVTTEPENRSLTIKLRKRKPEKKVEWTSDTVDNEHMGRRSSKCCCIYEKPRAFGESSTESDEEEEEGCGHTHCVRGHRKGRRRATLGPTPTTPPQPPDPSQPPPGPMQH. (6) The miRNA is hsa-miR-4501 with sequence UAUGUGACCUCGGAUGAAUCA. The protein sequence of the target gene is MPGAAGVLLLLLLSGGLGGVQAQRPQQQRQSQAHQQRGLFPAVLNLASNALITTNATCGEKGPEMYCKLVEHVPGQPVRNPQCRICNQNSSNPNQRHPITNAIDGKNTWWQSPSIKNGIEYHYVTITLDLQQVFQIAYVIVKAANSPRPGNWILERSLDDVEYKPWQYHAVTDTECLTLYNIYPRTGPPSYAKDDEVICTSFYSKIHPLENGEIHISLINGRPSADDPSPELLEFTSARYIRLRFQRIRTLNADLMMFAHKDPREIDPIVTRRYYYSVKDISVGGMCICYGHARACPLDP.... Result: 0 (no interaction). (7) The miRNA is mmu-miR-6940-3p with sequence UUACCUUCCGUGCUUGCCCGCAG. The protein sequence of the target gene is MASSSDSEDDSVMAVDQEETALEGTMEQDEDPHPVLEVEETRHNRSMSELPEEVLEYILSFLSPYQEHKTAALVCKQWYRLIKGVAHQCYHGFMKAVQEGNIQWESRTYPYPGTPITQRFSHSACYYDANQSMYVFGGCTQSSCNAAFNDLWRLDLNSKEWIRPLASGSYPSPKAGATLVVYKDLLVLFGGWTRPSPYPLHQPERFFDEIHTYSPSKNWWNCIVTTHGPPPMAGHSSCVIGDKMIVFGGSLGSRQMSNEVWVLDLEQWAWSKPNISGPSPHPRGGQSQIVIDDTTLLILG.... Result: 0 (no interaction). (8) The miRNA is hsa-miR-7154-3p with sequence AGGAGGACAAGUUGUGGGAU. The protein sequence of the target gene is MAAQAAAAAQAAAAQAAQAEAADSWYLALLGFAEHFRTSSPPKIRLCVHCLQAVFPFKPPQRIEARTHLQLGSVLYHHTKNSEQARSHLEKAWLISQQIPQFEDVKFEAASLLSELYCQENSVDAAKPLLRKAIQISQQTPYWHCRLLFQLAQLHTLEKDLVSACDLLGVGAEYARVVGSEYTRALFLLSKGMLLLMERKLQEVHPLLTLCGQIVENWQGNPIQKESLRVFFLVLQVTHYLDAGQVKSVKPCLKQLQQCIQTISTLHDDEILPSNPADLFHWLPKEHMCVLVYLVTVMHS.... Result: 0 (no interaction). (9) The miRNA is dre-miR-214 with sequence ACAGCAGGCACAGACAGGCAG. The protein sequence of the target gene is MDFSKLPKILDEDKESTFGYVHGVSGPVVTACDMAGAAMYELVRVGHSELVGEIIRLEGDMATIQVYEETSGVSVGDPVLRTGKPLSVELGPGIMGAIFDGIQRPLSDISSQTQSIYIPRGVNVSALSRDVKWEFTPSKNLRVGSHITGGDIYGIVNENSLIKHRIMLPPRNRGTVTYIAPPGNYDTSDVVLELEFEGVKEKFSMVQVWPVRQVRPVTEKLPANHPLLTGQRVLDALFPCVQGGTTAIPGAFGCGKTVISQSLSKYSNSDVIIYVGCGERVNEMSEVLRDFPELTMEVDG.... Result: 0 (no interaction). (10) The miRNA is hsa-miR-6832-3p with sequence ACCCUUUUUCUCUUUCCCAG. The protein sequence of the target gene is MWGRLWPLLLSILTATAVPGPSLRRPSRELDATPRMTIPYEELSGTRHFKGQAQNYSTLLLEEASARLLVGARGALFSLSANDIGDGAHKEIHWEASPEMQSKCHQKGKNNQTECFNHVRFLQRLNSTHLYACGTHAFQPLCAAIDAEAFTLPTSFEEGKEKCPYDPARGFTGLIIDGGLYTATRYEFRSIPDIRRSRHPHSLRTEETPMHWLNDAEFVFSVLVRESKASAVGDDDKVYYFFTERATEEGSGSFTQSRSSHRVARVARVCKGDLGGKKILQKKWTSFLKARLICHIPLYE.... Result: 1 (interaction).